Regression/Classification. Given a drug SMILES string, predict its toxicity properties. Task type varies by dataset: regression for continuous values (e.g., LD50, hERG inhibition percentage) or binary classification for toxic/non-toxic outcomes (e.g., AMES mutagenicity, cardiotoxicity, hepatotoxicity). Dataset: herg_karim. From a dataset of hERG potassium channel inhibition data for cardiac toxicity prediction from Karim et al.. (1) The molecule is Fc1ccc(-n2cc(C3CCNCC3)c3cc(Cl)ccc32)cc1. The result is 1 (blocker). (2) The compound is Fc1ccc(N(CCNCCc2ccccc2)c2ccc(F)cc2)cc1. The result is 1 (blocker). (3) The compound is CN(CCCCOc1ccc([N+](=O)[O-])cc1)Cc1ccc([N+](=O)[O-])cc1. The result is 1 (blocker). (4) The compound is Cn1c(SCCCN2CC3CCN(c4ccc(C(F)(F)F)cc4)C3C2)nnc1-c1ccncc1. The result is 1 (blocker). (5) The compound is Cc1ccc(NC(=O)N2CCN(C[C@@H]3CCCN(C4CC4)C3)CC2)cc1Cl. The result is 1 (blocker). (6) The molecule is CN(C)C(=O)C(C1CCC(N(C)C(=O)c2cccc(F)c2)CC1)C(N)C(=O)N1CCC(F)C1. The result is 0 (non-blocker). (7) The result is 1 (blocker). The molecule is CCOC(=O)c1ccc([C@@]2(c3cnn(C)c3)N[C@@H](c3nc(-c4ccc(F)cc4)c[nH]3)Cc3c2[nH]c2ccccc32)nc1. (8) The compound is O=C(Nc1ccc(Cl)c(Cl)c1)N1CCN(C[C@@H]2CCCN(CCc3ccccc3)C2)CC1. The result is 1 (blocker).